Dataset: hERG channel blocking data for cardiac toxicity assessment. Task: Regression/Classification. Given a drug SMILES string, predict its toxicity properties. Task type varies by dataset: regression for continuous values (e.g., LD50, hERG inhibition percentage) or binary classification for toxic/non-toxic outcomes (e.g., AMES mutagenicity, cardiotoxicity, hepatotoxicity). Dataset: herg. (1) The drug is COc1cc2c(cc1OC)[C@@H]1Cc3ccc(OC)c(OC)c3[C@@H](Cc3ccccc3)N1CC2. The result is 1 (blocker). (2) The compound is CCn1cc(C(=O)[O-])c(=O)c2cc(F)c(N3CC[NH2+][C@H](C)C3)c(F)c21. The result is 0 (non-blocker).